This data is from Full USPTO retrosynthesis dataset with 1.9M reactions from patents (1976-2016). The task is: Predict the reactants needed to synthesize the given product. Given the product [Br:1][C:2]1[CH:3]=[C:4]([CH:17]=[CH:18][CH:19]=1)[NH:5][C:6]1[C:7]2[CH:15]=[C:14]([O:21][CH3:20])[N:13]=[CH:12][C:8]=2[N:9]=[CH:10][N:11]=1, predict the reactants needed to synthesize it. The reactants are: [Br:1][C:2]1[CH:3]=[C:4]([CH:17]=[CH:18][CH:19]=1)[NH:5][C:6]1[C:7]2[CH:15]=[C:14](F)[N:13]=[CH:12][C:8]=2[N:9]=[CH:10][N:11]=1.[CH3:20][O-:21].[Na+].